From a dataset of Reaction yield outcomes from USPTO patents with 853,638 reactions. Predict the reaction yield, written as a fraction of the theoretical maximum amount of product (1.0 means a 100% yield; for example, 0.34 means a 34% yield). (1) The reactants are [F:1][C:2]1[C:3]([NH:23][C@@H:24]2[CH2:29][CH2:28][CH2:27][N:26](C(OC(C)(C)C)=O)[CH2:25]2)=[N:4][C:5]([NH:14][C:15]2[C:16]([O:21]C)=[N:17][CH:18]=[CH:19][CH:20]=2)=[N:6][C:7]=1[N:8]1[CH2:13][CH2:12][O:11][CH2:10][CH2:9]1.Cl. The catalyst is O1CCOCC1. The product is [F:1][C:2]1[C:7]([N:8]2[CH2:13][CH2:12][O:11][CH2:10][CH2:9]2)=[N:6][C:5]([NH:14][C:15]2[C:16](=[O:21])[NH:17][CH:18]=[CH:19][CH:20]=2)=[N:4][C:3]=1[NH:23][C@@H:24]1[CH2:29][CH2:28][CH2:27][NH:26][CH2:25]1. The yield is 0.930. (2) The yield is 0.920. The reactants are [CH3:1]OC(OC)(C)C.[CH2:8]([O:10][C:11]([C:13]1[C:23]([CH2:24][CH2:25][C:26](=[O:33])[C:27]2[CH:32]=[CH:31][CH:30]=[CH:29][CH:28]=2)=[C:22]([OH:34])[C:16]2[N:17]=[C:18]([CH3:21])[N:19]([CH3:20])[C:15]=2[CH:14]=1)=[O:12])[CH3:9].CS(O)(=O)=O.C(=O)([O-])O.[Na+]. The product is [CH2:8]([O:10][C:11]([C:13]1[C:23]2[CH2:24][CH2:25][C:26]([O:33][CH3:1])([C:27]3[CH:32]=[CH:31][CH:30]=[CH:29][CH:28]=3)[O:34][C:22]=2[C:16]2[N:17]=[C:18]([CH3:21])[N:19]([CH3:20])[C:15]=2[CH:14]=1)=[O:12])[CH3:9]. The catalyst is ClCCl. (3) The reactants are C=O.[OH-].[Na+].[CH3:5][O:6]CCOC.[F:11][C:12]([F:39])([CH3:38])[CH2:13][CH2:14][S:15]([CH:18]([C:29]1[C:34]([F:35])=[CH:33][CH:32]=[C:31]([F:36])[C:30]=1[F:37])[C:19]1[C:20]([CH3:28])=[CH:21][C:22]([C:25]([NH2:27])=[O:26])=[N:23][CH:24]=1)(=[O:17])=[O:16]. The catalyst is C(OCC)(=O)C. The product is [F:39][C:12]([F:11])([CH3:38])[CH2:13][CH2:14][S:15]([CH:18]([C:29]1[C:34]([F:35])=[CH:33][CH:32]=[C:31]([F:36])[C:30]=1[F:37])[C:19]1[C:20]([CH3:28])=[CH:21][C:22]([C:25]([NH:27][CH2:5][OH:6])=[O:26])=[N:23][CH:24]=1)(=[O:17])=[O:16]. The yield is 0.590. (4) The reactants are [Cl:1][C:2]1[CH:24]=[CH:23][C:5]([CH2:6][C:7]2[CH:11]=[C:10]([N:12]3[CH2:17][CH2:16][O:15][CH2:14][CH2:13]3)[S:9][C:8]=2[C:18]([O:20][CH2:21][CH3:22])=[O:19])=[CH:4][CH:3]=1.C[Si](C)(C)N[Si](C)(C)C.[Na].O1[CH2:39][CH2:38][N:37]([C:40]([O:42][C:43]([CH3:46])([CH3:45])[CH3:44])=[O:41])S1(=O)=O. The catalyst is CN(C)C=O.O1CCCC1. The product is [C:43]([O:42][C:40]([NH:37][CH2:38][CH2:39][CH:6]([C:7]1[CH:11]=[C:10]([N:12]2[CH2:13][CH2:14][O:15][CH2:16][CH2:17]2)[S:9][C:8]=1[C:18]([O:20][CH2:21][CH3:22])=[O:19])[C:5]1[CH:4]=[CH:3][C:2]([Cl:1])=[CH:24][CH:23]=1)=[O:41])([CH3:46])([CH3:45])[CH3:44].[Cl:1][C:2]1[CH:3]=[CH:4][C:5]([CH2:6][C:7]2[CH:11]=[C:10]([N:12]3[CH2:13][CH2:14][O:15][CH2:16][CH2:17]3)[S:9][C:8]=2[C:18]([O:20][CH2:21][CH3:22])=[O:19])=[CH:23][CH:24]=1. The yield is 0.640. (5) The reactants are [CH3:1][NH:2][CH3:3].Cl.[CH:5]1([CH2:8][N:9]2[C:13]3[CH:14]=[CH:15][C:16]([S:18]([C:21]([CH3:26])([CH3:25])[C:22](Cl)=[O:23])(=[O:20])=[O:19])=[CH:17][C:12]=3[N:11]=[C:10]2[CH2:27][C:28]([CH3:31])([CH3:30])[CH3:29])[CH2:7][CH2:6]1. The catalyst is ClCCl. The product is [CH:5]1([CH2:8][N:9]2[C:13]3[CH:14]=[CH:15][C:16]([S:18]([C:21]([CH3:26])([CH3:25])[C:22]([N:2]([CH3:3])[CH3:1])=[O:23])(=[O:20])=[O:19])=[CH:17][C:12]=3[N:11]=[C:10]2[CH2:27][C:28]([CH3:31])([CH3:30])[CH3:29])[CH2:7][CH2:6]1. The yield is 0.470. (6) The reactants are [Br:1][C:2]1[CH:3]=[C:4]([N+:13]([O-])=O)[C:5]([CH3:12])=[C:6]([CH:11]=1)[C:7]([O:9][CH3:10])=[O:8].[Cl-].[NH4+]. The catalyst is C(O)C.C(=O)(O)[O-].[Na+].[Fe]. The product is [NH2:13][C:4]1[C:5]([CH3:12])=[C:6]([CH:11]=[C:2]([Br:1])[CH:3]=1)[C:7]([O:9][CH3:10])=[O:8]. The yield is 0.850. (7) The yield is 0.840. The product is [NH2:15][C:12]1[CH:13]=[CH:14][C:9]([OH:8])=[C:10]([F:19])[C:11]=1[F:18]. The catalyst is CO.C1COCC1.[Pd]. The reactants are C([O:8][C:9]1[CH:14]=[CH:13][C:12]([N+:15]([O-])=O)=[C:11]([F:18])[C:10]=1[F:19])C1C=CC=CC=1.